This data is from Forward reaction prediction with 1.9M reactions from USPTO patents (1976-2016). The task is: Predict the product of the given reaction. (1) Given the reactants [F:1][CH:2]([C:8]([O:10]CC)=[O:9])[C:3]([O:5][CH2:6][CH3:7])=[O:4].[OH-].[K+], predict the reaction product. The product is: [CH2:6]([O:5][C:3](=[O:4])[CH:2]([F:1])[C:8]([OH:10])=[O:9])[CH3:7]. (2) Given the reactants [NH:1]([C:20]([O:22][C:23]([CH3:26])([CH3:25])[CH3:24])=[O:21])[C@H:2]([C:10]([N:12]1[CH2:19][CH2:18][CH2:17][C@H:13]1[C:14]([OH:16])=O)=[O:11])[CH2:3][C:4]1[CH:9]=[CH:8][CH:7]=[CH:6][CH:5]=1.ON1C2C=CC=CC=2N=N1.C(N(C(CC)C)C(C)C)(C)C.CCN=C=NCCCN(C)C.Cl.[CH3:60][O:61][C:62](=[O:76])[CH2:63][CH:64]([NH2:75])[CH2:65][C:66]1[CH:71]=[C:70]([F:72])[C:69]([F:73])=[CH:68][C:67]=1[F:74], predict the reaction product. The product is: [CH3:60][O:61][C:62](=[O:76])[CH2:63][CH:64]([NH:75][C:14]([CH:13]1[CH2:17][CH2:18][CH2:19][N:12]1[C:10](=[O:11])[CH:2]([NH:1][C:20]([O:22][C:23]([CH3:26])([CH3:24])[CH3:25])=[O:21])[CH2:3][C:4]1[CH:9]=[CH:8][CH:7]=[CH:6][CH:5]=1)=[O:16])[CH2:65][C:66]1[CH:71]=[C:70]([F:72])[C:69]([F:73])=[CH:68][C:67]=1[F:74].